Task: Predict the reactants needed to synthesize the given product.. Dataset: Full USPTO retrosynthesis dataset with 1.9M reactions from patents (1976-2016) Given the product [CH3:5][O:4][C:2]([O:12][CH:11]1[O:14][C:6](=[O:13])[C:7]([Br:8])=[C:9]1[Br:10])=[O:3], predict the reactants needed to synthesize it. The reactants are: Cl[C:2]([O:4][CH3:5])=[O:3].[C:6]([OH:14])(=[O:13])/[C:7](=[C:9](\[CH:11]=[O:12])/[Br:10])/[Br:8].C(N(C(C)C)CC)(C)C.